The task is: Predict the reaction yield, written as a fraction of the theoretical maximum amount of product (1.0 means a 100% yield; for example, 0.34 means a 34% yield).. This data is from Reaction yield outcomes from USPTO patents with 853,638 reactions. (1) The reactants are [Br:1][C:2]1[CH:3]=[CH:4][C:5]2[C:6]3[CH2:14][N:13]([C:15]([O:17][C:18]([CH3:21])([CH3:20])[CH3:19])=[O:16])[CH2:12][CH2:11][C:7]=3[NH:8][C:9]=2[CH:10]=1.[OH-].[Na+].[S:24](Cl)([C:27]1[CH:33]=[CH:32][C:30]([CH3:31])=[CH:29][CH:28]=1)(=[O:26])=[O:25].CCOC(C)=O. The catalyst is O.C1(C)C=CC=CC=1. The product is [Br:1][C:2]1[CH:3]=[CH:4][C:5]2[C:6]3[CH2:14][N:13]([C:15]([O:17][C:18]([CH3:21])([CH3:20])[CH3:19])=[O:16])[CH2:12][CH2:11][C:7]=3[N:8]([S:24]([C:27]3[CH:33]=[CH:32][C:30]([CH3:31])=[CH:29][CH:28]=3)(=[O:26])=[O:25])[C:9]=2[CH:10]=1. The yield is 0.910. (2) The reactants are [F:1][C:2]([F:25])([F:24])[C:3]1[N:8]2[N:9]=[CH:10][C:11]([C:12]#[N:13])=[C:7]2[N:6]=[C:5]([C:14]2[CH:19]=[CH:18][C:17]([C:20]([F:23])([F:22])[F:21])=[CH:16][CH:15]=2)[CH:4]=1.Cl.[NH2:27][OH:28].C(=O)([O-])[O-].[K+].[K+]. The catalyst is C(O)C. The product is [OH:28][NH:27][C:12]([C:11]1[CH:10]=[N:9][N:8]2[C:3]([C:2]([F:25])([F:24])[F:1])=[CH:4][C:5]([C:14]3[CH:19]=[CH:18][C:17]([C:20]([F:23])([F:21])[F:22])=[CH:16][CH:15]=3)=[N:6][C:7]=12)=[NH:13]. The yield is 0.690.